This data is from Catalyst prediction with 721,799 reactions and 888 catalyst types from USPTO. The task is: Predict which catalyst facilitates the given reaction. (1) Reactant: [CH2:1]([CH:10]([O:22][CH:23]([C:30]1[CH:35]=[CH:34][CH:33]=[CH:32][CH:31]=1)[C:24]1[CH:29]=[CH:28][CH:27]=[CH:26][CH:25]=1)[C@:11]1([CH2:20][OH:21])[O:17][C@@H:14]([O:15][CH3:16])[C@@H:13]([F:18])[C@@H:12]1[OH:19])[C:2]1[CH:7]=[CH:6][C:5]([O:8][CH3:9])=[CH:4][CH:3]=1.[C:36](Cl)(=[O:43])[C:37]1[CH:42]=[CH:41][CH:40]=[CH:39][CH:38]=1. Product: [CH2:1]([CH:10]([O:22][CH:23]([C:30]1[CH:35]=[CH:34][CH:33]=[CH:32][CH:31]=1)[C:24]1[CH:25]=[CH:26][CH:27]=[CH:28][CH:29]=1)[C@:11]1([CH2:20][O:21][C:23](=[O:22])[C:24]2[CH:29]=[CH:28][CH:27]=[CH:26][CH:25]=2)[O:17][C@@H:14]([O:15][CH3:16])[C@@H:13]([F:18])[C@@H:12]1[O:19][C:36](=[O:43])[C:37]1[CH:42]=[CH:41][CH:40]=[CH:39][CH:38]=1)[C:2]1[CH:3]=[CH:4][C:5]([O:8][CH3:9])=[CH:6][CH:7]=1. The catalyst class is: 17. (2) Reactant: [C:1]1([C:6]2[CH:14]=[CH:13][C:9]([C:10]([OH:12])=[O:11])=[CH:8][CH:7]=2)[CH2:5][CH2:4][CH2:3][CH:2]=1. Product: [CH:1]1([C:6]2[CH:7]=[CH:8][C:9]([C:10]([OH:12])=[O:11])=[CH:13][CH:14]=2)[CH2:2][CH2:3][CH2:4][CH2:5]1. The catalyst class is: 50. (3) The catalyst class is: 20. Product: [F:1][C:2]1[CH:7]=[C:6]([I:8])[CH:5]=[CH:4][C:3]=1[NH:9][C:10]1[C:19]([F:20])=[C:18]2[C:13]([C:14]([CH3:21])=[N:15][CH:16]=[N:17]2)=[CH:12][C:11]=1[C:22]([OH:24])=[O:23]. Reactant: [F:1][C:2]1[CH:7]=[C:6]([I:8])[CH:5]=[CH:4][C:3]=1[NH:9][C:10]1[C:19]([F:20])=[C:18]2[C:13]([C:14]([CH3:21])=[N:15][CH:16]=[N:17]2)=[CH:12][C:11]=1[C:22]([O:24]C)=[O:23].[Li+].[OH-]. (4) Reactant: Cl[C:2]1[N:3]=[CH:4][C:5]([C:8]([O:10][CH3:11])=[O:9])=[N:6][CH:7]=1.Cl.[Br:13][C:14]1[CH:24]=[CH:23][C:22]([F:25])=[CH:21][C:15]=1[O:16][CH:17]1[CH2:20][NH:19][CH2:18]1.C(=O)([O-])[O-].[K+].[K+]. Product: [Br:13][C:14]1[CH:24]=[CH:23][C:22]([F:25])=[CH:21][C:15]=1[O:16][CH:17]1[CH2:20][N:19]([C:2]2[N:3]=[CH:4][C:5]([C:8]([O:10][CH3:11])=[O:9])=[N:6][CH:7]=2)[CH2:18]1. The catalyst class is: 38. (5) Reactant: [N:1]([C@@H:4]([C@@H:43]([C:50]1[CH:55]=[CH:54][C:53]([F:56])=[CH:52][CH:51]=1)[CH:44]1[CH2:49][CH2:48][O:47][CH2:46][CH2:45]1)[C:5]([NH:7][C:8]1[CH:13]=[CH:12][CH:11]=[C:10]([F:14])[C:9]=1[CH2:15][CH2:16][C@H:17]([NH:33][S:34]([C:37]1[CH:42]=[CH:41][CH:40]=[CH:39][CH:38]=1)(=[O:36])=[O:35])[CH2:18][N:19]([CH2:27][C:28]1([CH2:31]O)[CH2:30][CH2:29]1)[C:20](=[O:26])[O:21][C:22]([CH3:25])([CH3:24])[CH3:23])=[O:6])=[N+:2]=[N-:3].CC(OC(/N=N/C(OC(C)C)=O)=O)C.C1(P(C2C=CC=CC=2)C2C=CC=CC=2)C=CC=CC=1. Product: [N:1]([C@@H:4]([C@@H:43]([C:50]1[CH:55]=[CH:54][C:53]([F:56])=[CH:52][CH:51]=1)[CH:44]1[CH2:49][CH2:48][O:47][CH2:46][CH2:45]1)[C:5]([NH:7][C:8]1[CH:13]=[CH:12][CH:11]=[C:10]([F:14])[C:9]=1[CH2:15][CH2:16][C@@H:17]1[N:33]([S:34]([C:37]2[CH:38]=[CH:39][CH:40]=[CH:41][CH:42]=2)(=[O:36])=[O:35])[CH2:31][C:28]2([CH2:29][CH2:30]2)[CH2:27][N:19]([C:20]([O:21][C:22]([CH3:23])([CH3:25])[CH3:24])=[O:26])[CH2:18]1)=[O:6])=[N+:2]=[N-:3]. The catalyst class is: 1. (6) Reactant: CO[C:3]([C:5]1[C:10]2[S:11][C:12]([CH3:15])=[C:13]([Br:14])[C:9]=2[CH:8]=[CH:7][CH:6]=1)=[O:4].[OH-].[Na+].Cl.C(Cl)(=O)C(Cl)=O.Cl.[CH3:26][NH:27][O:28][CH3:29].CCN(CC)CC. Product: [CH3:29][O:28][N:27]([CH3:26])[C:3]([C:5]1[C:10]2[S:11][C:12]([CH3:15])=[C:13]([Br:14])[C:9]=2[CH:8]=[CH:7][CH:6]=1)=[O:4]. The catalyst class is: 735. (7) Reactant: [C:1]([O:5][C:6]([NH:8][C:9]1[N:14]=[C:13]([CH2:15][C:16](OCC)=[O:17])[CH:12]=[CH:11][CH:10]=1)=[O:7])([CH3:4])([CH3:3])[CH3:2].[Li+].[BH4-]. Product: [OH:17][CH2:16][CH2:15][C:13]1[N:14]=[C:9]([NH:8][C:6](=[O:7])[O:5][C:1]([CH3:3])([CH3:2])[CH3:4])[CH:10]=[CH:11][CH:12]=1. The catalyst class is: 1. (8) Reactant: C([C:4]1[CH:13]=[C:12]([C:14]([O:16][CH3:17])=[O:15])[C:11]2[C:6](=[CH:7][CH:8]=[CH:9][CH:10]=2)[N:5]=1)(O)=O.[CH2:18]([O:20][C:21]([N:23]1[CH2:28][CH2:27][N:26]([C:29]([CH:31](N)[CH2:32][CH2:33][C:34]([O:36][C:37]([CH3:40])([CH3:39])[CH3:38])=[O:35])=[O:30])[CH2:25][CH2:24]1)=[O:22])[CH3:19].CCN=C=NCCC[N:50]([CH3:52])C.Cl.C1C=CC2N([OH:63])N=NC=2C=1. Product: [CH2:18]([O:20][C:21]([N:23]1[CH2:28][CH2:27][N:26]([C:29]([CH:31]([C:4]2[C:13]([C:52]([NH2:50])=[O:63])=[C:12]([C:14]([O:16][CH3:17])=[O:15])[C:11]3[C:6](=[CH:7][CH:8]=[CH:9][CH:10]=3)[N:5]=2)[CH2:32][CH2:33][C:34]([O:36][C:37]([CH3:40])([CH3:39])[CH3:38])=[O:35])=[O:30])[CH2:25][CH2:24]1)=[O:22])[CH3:19]. The catalyst class is: 56. (9) Reactant: Cl[C:2]1[C:10]([C:11]([OH:13])=[O:12])=[C:9]2[N:5]([CH2:6][CH2:7][CH2:8]2)[C:4](=[O:14])[C:3]=1[F:15].[F:16][C:17]1[CH:23]=[C:22]([I:24])[CH:21]=[CH:20][C:18]=1[NH2:19].[Li+].C[Si]([N-][Si](C)(C)C)(C)C. Product: [F:15][C:3]1[C:4](=[O:14])[N:5]2[C:9](=[C:10]([C:11]([OH:13])=[O:12])[C:2]=1[NH:19][C:18]1[CH:20]=[CH:21][C:22]([I:24])=[CH:23][C:17]=1[F:16])[CH2:8][CH2:7][CH2:6]2. The catalyst class is: 1. (10) Reactant: NC1C=CC(C#N)=CC=1NC[C@@](N)([C:16]([O:18][C:19]([CH3:22])([CH3:21])[CH3:20])=[O:17])C(O)=O.CCN=C=NCCC[N:32]([CH3:34])C.Cl.[CH:36]1[CH:37]=[CH:38][C:39]2[N:44](O)N=[N:42][C:40]=2[CH:41]=1.CC[N:48](C(C)C)[CH:49]([CH3:51])[CH3:50].CN(C=[O:59])C. Product: [C:19]([O:18][C:16](=[O:17])[NH:48][C@@H:49]1[C:51](=[O:59])[NH:42][C:40]2[CH:41]=[CH:36][C:37]([C:34]#[N:32])=[CH:38][C:39]=2[NH:44][CH2:50]1)([CH3:20])([CH3:21])[CH3:22]. The catalyst class is: 13.